From a dataset of Forward reaction prediction with 1.9M reactions from USPTO patents (1976-2016). Predict the product of the given reaction. (1) The product is: [CH3:31][C:30]1[C:25]([O:13][CH2:12][CH2:11][CH2:10][C:9]2[C:5]([CH:2]([CH3:1])[CH2:3][CH3:4])=[N:6][N:7]([C:14]3[CH:19]=[CH:18][C:17]([C:20]([F:23])([F:21])[F:22])=[CH:16][N:15]=3)[CH:8]=2)=[C:26]([CH2:32][C:33]([OH:35])=[O:34])[CH:27]=[CH:28][CH:29]=1. Given the reactants [CH3:1][CH:2]([C:5]1[C:9]([CH2:10][CH2:11][CH2:12][OH:13])=[CH:8][N:7]([C:14]2[CH:19]=[CH:18][C:17]([C:20]([F:23])([F:22])[F:21])=[CH:16][N:15]=2)[N:6]=1)[CH2:3][CH3:4].O[C:25]1[C:30]([CH3:31])=[CH:29][CH:28]=[CH:27][C:26]=1[CH2:32][C:33]([O:35]C)=[O:34].C(P(CCCC)CCCC)CCC.N(C(N1CCCCC1)=O)=NC(N1CCCCC1)=O, predict the reaction product. (2) Given the reactants [Cl:1][C:2]1[CH:3]=[C:4]([CH:29]=[CH:30][C:31]=1[F:32])[CH2:5][N:6]1[CH2:15][CH2:14][C:13]2[C:8](=[C:9]([OH:27])[C:10](=[O:26])[N:11]3[CH2:19][CH:18]([CH2:20][O:21]C(=O)C)[O:17][C:16](=[O:25])[C:12]3=2)[C:7]1=[O:28].C[O-].[Na+], predict the reaction product. The product is: [Cl:1][C:2]1[CH:3]=[C:4]([CH:29]=[CH:30][C:31]=1[F:32])[CH2:5][N:6]1[CH2:15][CH2:14][C:13]2[C:8](=[C:9]([OH:27])[C:10](=[O:26])[N:11]3[CH2:19][CH:18]([CH2:20][OH:21])[O:17][C:16](=[O:25])[C:12]3=2)[C:7]1=[O:28]. (3) Given the reactants [Cl:1][C:2]1[CH:3]=[C:4]([NH:9][C:10]2[C:11]3[CH2:18][C:17](=[O:19])[N:16]([CH3:20])[C:12]=3[N:13]=[CH:14][N:15]=2)[CH:5]=[CH:6][C:7]=1[F:8].[CH:21]([C:23]1[NH:27][C:26]([CH3:28])=[C:25]([CH2:29][CH2:30][C:31]([OH:33])=[O:32])[C:24]=1[CH3:34])=O, predict the reaction product. The product is: [Cl:1][C:2]1[CH:3]=[C:4]([NH:9][C:10]2[C:11]3[C:18](=[CH:21][C:23]4[NH:27][C:26]([CH3:28])=[C:25]([CH2:29][CH2:30][C:31]([OH:33])=[O:32])[C:24]=4[CH3:34])[C:17](=[O:19])[N:16]([CH3:20])[C:12]=3[N:13]=[CH:14][N:15]=2)[CH:5]=[CH:6][C:7]=1[F:8]. (4) The product is: [Cl:1][C:2]1[CH:3]=[CH:4][C:5]([N:8]2[CH2:9][CH2:10][NH:11][CH2:12][CH2:13]2)=[N:6][CH:7]=1. Given the reactants [Cl:1][C:2]1[CH:3]=[CH:4][C:5]([N:8]2[CH2:13][CH2:12][N:11](C(OC(C)(C)C)=O)[CH2:10][CH2:9]2)=[N:6][CH:7]=1.FC(F)(F)C(O)=O, predict the reaction product. (5) Given the reactants [Br:1][C:2]1[CH:7]=[CH:6][CH:5]=[C:4]([N+:8]([O-:10])=[O:9])[C:3]=1[Cl:11].C1(S[CH2:19][C:20]#[N:21])C=CC=CC=1.[OH-].[Na+].Cl, predict the reaction product. The product is: [Br:1][C:2]1[C:3]([Cl:11])=[C:4]([N+:8]([O-:10])=[O:9])[CH:5]=[CH:6][C:7]=1[CH2:19][C:20]#[N:21]. (6) Given the reactants BrC1C=CC(C(N2CCN(C3C(C)=CC(C)=CN=3)CC2)=O)=C(F)C=1.COC1C=CC(CN2C(=O)C(C)NC2=O)=CC=1.[CH3:42][C:43]1[C:44]([N:50]2[CH2:55][CH2:54][N:53]([C:56]([C:58]3[CH:63]=[CH:62][C:61]([N:64]4[CH:68]([CH3:69])[C:67](=[O:70])[N:66](CC5C=CC(OC)=CC=5)[C:65]4=[O:80])=[CH:60][C:59]=3[F:81])=[O:57])[CH2:52][CH2:51]2)=[N:45][CH:46]=[C:47]([CH3:49])[CH:48]=1, predict the reaction product. The product is: [CH3:42][C:43]1[C:44]([N:50]2[CH2:51][CH2:52][N:53]([C:56]([C:58]3[CH:63]=[CH:62][C:61]([N:64]4[CH:68]([CH3:69])[C:67](=[O:70])[NH:66][C:65]4=[O:80])=[CH:60][C:59]=3[F:81])=[O:57])[CH2:54][CH2:55]2)=[N:45][CH:46]=[C:47]([CH3:49])[CH:48]=1.